The task is: Binary Classification. Given a drug SMILES string, predict its activity (active/inactive) in a high-throughput screening assay against a specified biological target.. This data is from Cav3 T-type calcium channel HTS with 100,875 compounds. (1) The drug is S(=O)(=O)(N1CCN(CC1)c1c(c(ccc1)C)C)c1c([nH]c(=O)[nH]c1=O)C. The result is 0 (inactive). (2) The compound is Fc1c(C(OC2C(n3nc(cc3C)C)CCCC2)=O)cccc1. The result is 0 (inactive). (3) The result is 0 (inactive). The molecule is O1CCN(C2CC(=O)N(C2=O)c2cc(cc(c2)C)C)CC1. (4) The drug is O(C(=O)C1CCN(CC1)C(=O)Cc1c2c(n(c1C(O)=O)CC)cccc2)CC. The result is 0 (inactive).